Task: Predict the reaction yield, written as a fraction of the theoretical maximum amount of product (1.0 means a 100% yield; for example, 0.34 means a 34% yield).. Dataset: Reaction yield outcomes from USPTO patents with 853,638 reactions (1) The reactants are [CH3:1][N:2]([CH2:4][C:5]1[CH:6]=[CH:7][C:8]2[C:17]3[NH:16][CH2:15][CH2:14][CH2:13][C:12]=3[C:11](=[O:18])[N:10](COC)[C:9]=2[CH:22]=1)[CH3:3].[ClH:23]. The catalyst is C(O)C. The product is [ClH:23].[ClH:23].[CH3:3][N:2]([CH2:4][C:5]1[CH:6]=[CH:7][C:8]2[C:17]3[NH:16][CH2:15][CH2:14][CH2:13][C:12]=3[C:11](=[O:18])[NH:10][C:9]=2[CH:22]=1)[CH3:1]. The yield is 0.845. (2) The reactants are [CH:1]1[CH:10]=[N:9][C:8]2[C:3](=[C:4]([N+:12]([O-:14])=[O:13])[CH:5]=[CH:6][C:7]=2[OH:11])[CH:2]=1.[BrH:15]. The catalyst is C1COCC1. The product is [CH:1]1[CH:10]=[N:9][C:8]2[C:3](=[C:4]([N+:12]([O-:14])=[O:13])[CH:5]=[CH:6][C:7]=2[OH:11])[CH:2]=1.[BrH:15]. The yield is 0.600. (3) The reactants are [CH:1]([N:4]1[C:8]2[CH:9]=[CH:10][CH:11]=[CH:12][C:7]=2[NH:6][C:5]1=[O:13])([CH3:3])[CH3:2].C([O-])([O-])=O.[Cs+].[Cs+].Cl[CH2:21][C:22]1[N:26]([CH2:27][CH2:28][CH:29]([CH3:31])[CH3:30])[C:25]2[CH:32]=[CH:33][C:34]([C:36]#[N:37])=[CH:35][C:24]=2[N:23]=1. The catalyst is CN(C=O)C.CCOC(C)=O. The product is [CH:1]([N:4]1[C:8]2[CH:9]=[CH:10][CH:11]=[CH:12][C:7]=2[N:6]([CH2:21][C:22]2[N:26]([CH2:27][CH2:28][CH:29]([CH3:31])[CH3:30])[C:25]3[CH:32]=[CH:33][C:34]([C:36]#[N:37])=[CH:35][C:24]=3[N:23]=2)[C:5]1=[O:13])([CH3:3])[CH3:2]. The yield is 0.950. (4) The reactants are COCCOC[O:7][C:8]1[CH:13]=[CH:12][C:11]([C:14]2[CH:19]=[CH:18][C:17]([C:20]([N:22]([CH2:24][C:25]3[CH:26]=[C:27]([C:31]4[CH:36]=[CH:35][C:34]([CH2:37][CH:38]5[S:42][C:41](=[O:43])[NH:40][C:39]5=[O:44])=[CH:33][CH:32]=4)[CH:28]=[CH:29][CH:30]=3)[CH3:23])=[O:21])=[CH:16][CH:15]=2)=[CH:10][CH:9]=1.S(=O)(=O)(O)O. The catalyst is CO. The product is [OH:7][C:8]1[CH:13]=[CH:12][C:11]([C:14]2[CH:19]=[CH:18][C:17]([C:20]([N:22]([CH2:24][C:25]3[CH:26]=[C:27]([C:31]4[CH:36]=[CH:35][C:34]([CH2:37][CH:38]5[S:42][C:41](=[O:43])[NH:40][C:39]5=[O:44])=[CH:33][CH:32]=4)[CH:28]=[CH:29][CH:30]=3)[CH3:23])=[O:21])=[CH:16][CH:15]=2)=[CH:10][CH:9]=1. The yield is 0.990. (5) The reactants are [Br:1][C:2]1[CH:3]=[C:4]([CH:16]=[CH:17][CH:18]=1)[CH2:5][N:6]1[C:10]2[CH:11]=[CH:12][CH:13]=[CH:14][C:9]=2[NH:8][C:7]1=[NH:15].[F:19][C:20]1[CH:30]=[CH:29][C:23]([O:24][CH2:25][CH:26]2[CH2:28][O:27]2)=[CH:22][CH:21]=1. The catalyst is CCO. The product is [Br:1][C:2]1[CH:3]=[C:4]([CH:16]=[CH:17][CH:18]=1)[CH2:5][N:6]1[C:10]2[CH:11]=[CH:12][CH:13]=[CH:14][C:9]=2[N:8]([CH2:28][CH:26]([OH:27])[CH2:25][O:24][C:23]2[CH:29]=[CH:30][C:20]([F:19])=[CH:21][CH:22]=2)[C:7]1=[NH:15]. The yield is 0.460. (6) The reactants are F[C:2]1[CH:7]=[C:6]([Br:8])[CH:5]=[CH:4][C:3]=1[N+:9]([O-])=O.C(=O)([O-])[O-].[K+].[K+].[NH2:18][C:19]1[CH:24]=[CH:23][CH:22]=[CH:21][CH:20]=1. The catalyst is CS(C)=O. The product is [Br:8][C:6]1[CH:7]=[C:2]([NH:18][C:19]2[CH:24]=[CH:23][CH:22]=[CH:21][CH:20]=2)[C:3]([NH2:9])=[CH:4][CH:5]=1. The yield is 0.800. (7) The reactants are [Cl:1][C:2]1[CH:3]=[C:4]([C@@H:12]([CH2:28][CH:29]2[CH2:33][CH2:32][CH2:31][CH2:30]2)[C:13]([NH:15][C:16]2[CH:21]=[N:20][C:19]([C:22](OC)([O:24]C)[CH3:23])=[CH:18][N:17]=2)=[O:14])[CH:5]=[CH:6][C:7]=1[S:8]([CH3:11])(=[O:10])=[O:9].O.C1(C)C=CC(S(O)(=O)=O)=CC=1. The catalyst is CC(C)=O.O.C(OCC)(=O)C. The product is [C:22]([C:19]1[N:20]=[CH:21][C:16]([NH:15][C:13](=[O:14])[C@@H:12]([C:4]2[CH:5]=[CH:6][C:7]([S:8]([CH3:11])(=[O:9])=[O:10])=[C:2]([Cl:1])[CH:3]=2)[CH2:28][CH:29]2[CH2:30][CH2:31][CH2:32][CH2:33]2)=[N:17][CH:18]=1)(=[O:24])[CH3:23]. The yield is 0.960. (8) The reactants are [C:1]1([CH:7]([CH2:11][CH3:12])[C:8](Cl)=[O:9])[CH:6]=[CH:5][CH:4]=[CH:3][CH:2]=1.C(N(CC)CC)C. The catalyst is C1COCC1. The product is [CH2:11]([C:7]([C:1]1[CH:6]=[CH:5][CH:4]=[CH:3][CH:2]=1)=[C:8]=[O:9])[CH3:12]. The yield is 0.700. (9) The reactants are N#N.[CH3:3][O:4][C:5](=[O:25])[C:6]1[CH:11]=[CH:10][C:9]([S:12]([N:15]2[C:23]3[C:18](=[CH:19][CH:20]=[CH:21][CH:22]=3)[C:17](I)=[CH:16]2)(=[O:14])=[O:13])=[CH:8][CH:7]=1.[CH:26]1[CH2:30][CH2:29][CH2:28][CH:27]=1.C([O-])(=O)C.[K+]. The catalyst is [Cl-].C([N+](CCCC)(CCCC)CCCC)CCC.CC(O)=O.CC(O)=O.[Pd].CN(C=O)C. The product is [CH3:3][O:4][C:5](=[O:25])[C:6]1[CH:11]=[CH:10][C:9]([S:12]([N:15]2[C:23]3[C:18](=[CH:19][CH:20]=[CH:21][CH:22]=3)[C:17]([C:26]3[CH2:30][CH2:29][CH2:28][CH:27]=3)=[CH:16]2)(=[O:14])=[O:13])=[CH:8][CH:7]=1. The yield is 0.810. (10) The reactants are [C:1]([C:4]1[C:22](=[O:23])[C@@:8]2([CH3:24])[C:9]3[C:15]([OH:16])=[CH:14][C:13]([O:17][CH3:18])=[C:12]([C:19]([NH2:21])=[O:20])[C:10]=3[O:11][C:7]2=[CH:6][C:5]=1[OH:25])(=[O:3])[CH3:2].[CH3:26][C:27]1[C:36]2[C:31](=[CH:32][CH:33]=[CH:34][CH:35]=2)[C:30]([CH:37]=O)=[CH:29][CH:28]=1.C([SiH](CC)CC)C.FC(F)(F)C(O)=O. The catalyst is C(#N)C. The product is [C:1]([C:4]1[C:22](=[O:23])[C@@:8]2([CH3:24])[C:9]3[C:15]([OH:16])=[CH:14][C:13]([O:17][CH3:18])=[C:12]([C:19]([NH:21][CH2:37][C:30]4[C:31]5[C:36](=[CH:35][CH:34]=[CH:33][CH:32]=5)[C:27]([CH3:26])=[CH:28][CH:29]=4)=[O:20])[C:10]=3[O:11][C:7]2=[CH:6][C:5]=1[OH:25])(=[O:3])[CH3:2]. The yield is 0.660.